From a dataset of Full USPTO retrosynthesis dataset with 1.9M reactions from patents (1976-2016). Predict the reactants needed to synthesize the given product. Given the product [CH2:26]([N:17]1[C:18]2[C:14](=[CH:13][C:12]([N+:9]([O-:11])=[O:10])=[CH:20][CH:19]=2)[C:15]([Br:1])=[C:16]1[C:21]([O:23][CH2:24][CH3:25])=[O:22])[C:27]1[CH:32]=[CH:31][CH:30]=[CH:29][CH:28]=1, predict the reactants needed to synthesize it. The reactants are: [Br:1]N1C(=O)CCC1=O.[N+:9]([C:12]1[CH:13]=[C:14]2[C:18](=[CH:19][CH:20]=1)[NH:17][C:16]([C:21]([O:23][CH2:24][CH3:25])=[O:22])=[CH:15]2)([O-:11])=[O:10].[CH2:26](Br)[C:27]1[CH:32]=[CH:31][CH:30]=[CH:29][CH:28]=1.C([O-])([O-])=O.[Cs+].[Cs+].